This data is from Full USPTO retrosynthesis dataset with 1.9M reactions from patents (1976-2016). The task is: Predict the reactants needed to synthesize the given product. (1) Given the product [NH2:35][C:34]1[C:29]2[CH:28]=[C:27]3[C:32](=[CH:31][C:30]=2[O:1][N:2]=1)[N:24]([C:15]1[CH:16]=[N:17][C:18]([O:19][CH2:20][CH:21]([CH3:23])[CH3:22])=[C:13]([Cl:12])[CH:14]=1)[CH:25]=[C:26]3[C:36]#[N:37], predict the reactants needed to synthesize it. The reactants are: [OH:1][NH:2]C(=O)C.CC([O-])(C)C.[K+].[Cl:12][C:13]1[CH:14]=[C:15]([N:24]2[C:32]3[C:27](=[CH:28][C:29]([C:34]#[N:35])=[C:30](F)[CH:31]=3)[C:26]([C:36]#[N:37])=[CH:25]2)[CH:16]=[N:17][C:18]=1[O:19][CH2:20][CH:21]([CH3:23])[CH3:22]. (2) Given the product [Cl:1][C:2]1[CH:3]=[CH:4][C:5]2[N:11]3[CH:12]=[CH:13][CH:14]=[C:10]3[C@@H:9]([CH2:15][C:16]([NH:18][C:19]3[CH:20]=[CH:21][C:22]([CH2:25][C:26]([OH:28])=[O:27])=[CH:23][CH:24]=3)=[O:17])[O:8][C@H:7]([C:31]3[CH:36]=[CH:35][CH:34]=[C:33]([O:37][CH3:38])[C:32]=3[O:39][CH3:40])[C:6]=2[CH:41]=1, predict the reactants needed to synthesize it. The reactants are: [Cl:1][C:2]1[CH:3]=[CH:4][C:5]2[N:11]3[CH:12]=[CH:13][CH:14]=[C:10]3[C@@H:9]([CH2:15][C:16]([NH:18][C:19]3[CH:24]=[CH:23][C:22]([CH2:25][C:26]([O:28]CC)=[O:27])=[CH:21][CH:20]=3)=[O:17])[O:8][C@H:7]([C:31]3[CH:36]=[CH:35][CH:34]=[C:33]([O:37][CH3:38])[C:32]=3[O:39][CH3:40])[C:6]=2[CH:41]=1.C(=O)([O-])[O-].[K+].[K+].Cl.C(OCC)(=O)C. (3) Given the product [CH2:16]([N:13]1[CH2:14][CH2:15][N:10]([CH2:8][C:5]2[CH:6]=[CH:7][C:2]([NH2:1])=[CH:3][C:4]=2[CH3:18])[CH2:11][CH2:12]1)[CH3:17], predict the reactants needed to synthesize it. The reactants are: [NH2:1][C:2]1[CH:7]=[CH:6][C:5]([C:8]([N:10]2[CH2:15][CH2:14][N:13]([CH2:16][CH3:17])[CH2:12][CH2:11]2)=O)=[C:4]([CH3:18])[CH:3]=1.C(Cl)Cl.CO. (4) Given the product [Cl:1][C:2]1[CH:3]=[CH:4][C:5]([CH2:6][C:7]2[C:8]([CH3:20])=[N:9][C:10]3[C:15]([C:16]=2[CH3:17])=[C:14]([O:18][S:30]([C:33]([F:36])([F:35])[F:34])(=[O:32])=[O:31])[CH:13]=[C:12]([CH3:19])[CH:11]=3)=[CH:21][CH:22]=1, predict the reactants needed to synthesize it. The reactants are: [Cl:1][C:2]1[CH:22]=[CH:21][C:5]([CH2:6][C:7]2[C:8]([CH3:20])=[N:9][C:10]3[CH:11]=[C:12]([CH3:19])[CH:13]=[C:14]([OH:18])[C:15]=3[C:16]=2[CH3:17])=[CH:4][CH:3]=1.C1C=CC(N([S:30]([C:33]([F:36])([F:35])[F:34])(=[O:32])=[O:31])[S:30]([C:33]([F:36])([F:35])[F:34])(=[O:32])=[O:31])=CC=1.C(=O)([O-])[O-].[K+].[K+].